Dataset: Reaction yield outcomes from USPTO patents with 853,638 reactions. Task: Predict the reaction yield, written as a fraction of the theoretical maximum amount of product (1.0 means a 100% yield; for example, 0.34 means a 34% yield). (1) The reactants are [O:1]1[C:5]2([CH2:10][CH2:9][CH:8]([C:11]([C:13]3[S:17][CH:16]=[C:15]([C:18]([O:20][CH3:21])=[O:19])[C:14]=3[CH3:22])=[CH2:12])[CH2:7][CH2:6]2)[O:4][CH2:3][CH2:2]1.CCO.CCOC(C)=O. The catalyst is [Pd].C(N(CC)CC)C. The product is [O:4]1[C:5]2([CH2:10][CH2:9][CH:8]([CH:11]([C:13]3[S:17][CH:16]=[C:15]([C:18]([O:20][CH3:21])=[O:19])[C:14]=3[CH3:22])[CH3:12])[CH2:7][CH2:6]2)[O:1][CH2:2][CH2:3]1. The yield is 0.960. (2) The reactants are [F:1][C:2]1[CH:7]=[CH:6][N:5]=[C:4]2[N:8]([Si:11]([CH:18]([CH3:20])[CH3:19])([CH:15]([CH3:17])[CH3:16])[CH:12]([CH3:14])[CH3:13])[CH:9]=[CH:10][C:3]=12.C([Li])(CC)C.S(=C1C=CC(C)=CC1[N:36]=[N+:37]=[N-:38])(=O)=O.[Cl-].[NH4+]. The catalyst is C1COCC1. The product is [N:36]([C:7]1[C:2]([F:1])=[C:3]2[CH:10]=[CH:9][N:8]([Si:11]([CH:15]([CH3:17])[CH3:16])([CH:18]([CH3:20])[CH3:19])[CH:12]([CH3:13])[CH3:14])[C:4]2=[N:5][CH:6]=1)=[N+:37]=[N-:38]. The yield is 0.860. (3) The catalyst is C1COCC1. The reactants are [NH2:1][C:2]1[N:10]=[CH:9][CH:8]=[CH:7][C:3]=1[C:4](O)=[O:5].[H-].[H-].[H-].[H-].[Li+].[Al+3]. The product is [NH2:1][C:2]1[C:3]([CH2:4][OH:5])=[CH:7][CH:8]=[CH:9][N:10]=1. The yield is 0.950. (4) The reactants are [C:1]([O:5][C:6](=[O:19])[NH:7][C:8]1[CH:13]=[C:12]([O:14][CH3:15])[CH:11]=[CH:10][C:9]=1[N+:16]([O-:18])=[O:17])([CH3:4])([CH3:3])[CH3:2].[H-].[Na+].S(OC)(O[CH3:26])(=O)=O.O. The catalyst is CN(C)C=O. The product is [C:1]([O:5][C:6](=[O:19])[N:7]([C:8]1[CH:13]=[C:12]([O:14][CH3:15])[CH:11]=[CH:10][C:9]=1[N+:16]([O-:18])=[O:17])[CH3:26])([CH3:4])([CH3:2])[CH3:3]. The yield is 1.00. (5) The reactants are C[O:2][C:3]([C:5]1[CH:6]=[C:7]2[C:11](=[CH:12][CH:13]=1)[N:10]([C:14]([O:16][C:17]([CH3:20])([CH3:19])[CH3:18])=[O:15])[CH2:9][CH2:8]2)=[O:4].[OH-].[Na+]. The product is [C:17]([O:16][C:14]([N:10]1[C:11]2[C:7](=[CH:6][C:5]([C:3]([OH:4])=[O:2])=[CH:13][CH:12]=2)[CH2:8][CH2:9]1)=[O:15])([CH3:20])([CH3:18])[CH3:19]. The yield is 0.690. The catalyst is CO.